This data is from Forward reaction prediction with 1.9M reactions from USPTO patents (1976-2016). The task is: Predict the product of the given reaction. (1) Given the reactants C(OC([NH:8][CH:9]1[CH:14]([C:15]2[CH:20]=[CH:19][C:18]([O:21][CH3:22])=[C:17]([O:23][CH2:24][CH3:25])[CH:16]=2)[CH2:13][CH2:12][CH:11]([O:26][C:27](=[O:29])[CH3:28])[CH2:10]1)=O)(C)(C)C, predict the reaction product. The product is: [NH2:8][CH:9]1[CH:14]([C:15]2[CH:20]=[CH:19][C:18]([O:21][CH3:22])=[C:17]([O:23][CH2:24][CH3:25])[CH:16]=2)[CH2:13][CH2:12][CH:11]([O:26][C:27](=[O:29])[CH3:28])[CH2:10]1. (2) Given the reactants [CH3:1][O:2][C:3]1[CH:8]=[C:7]([CH2:9][N:10]2[CH2:15][CH2:14][NH:13][CH2:12][CH2:11]2)[CH:6]=[CH:5][C:4]=1[NH:16][C:17]1[N:22]=[CH:21][C:20]2=[CH:23][CH:24]=[C:25]([C:26]3[CH:31]=[CH:30][CH:29]=[CH:28][C:27]=3[N:32]([CH3:37])[S:33]([CH3:36])(=[O:35])=[O:34])[N:19]2[N:18]=1.[CH3:38][O:39][CH2:40][C@H:41]1[CH2:43][O:42]1, predict the reaction product. The product is: [OH:42][C@@H:41]([CH2:40][O:39][CH3:38])[CH2:43][N:13]1[CH2:14][CH2:15][N:10]([CH2:9][C:7]2[CH:6]=[CH:5][C:4]([NH:16][C:17]3[N:22]=[CH:21][C:20]4=[CH:23][CH:24]=[C:25]([C:26]5[CH:31]=[CH:30][CH:29]=[CH:28][C:27]=5[N:32]([CH3:37])[S:33]([CH3:36])(=[O:35])=[O:34])[N:19]4[N:18]=3)=[C:3]([O:2][CH3:1])[CH:8]=2)[CH2:11][CH2:12]1. (3) Given the reactants [C:1](Cl)(=[O:3])[CH3:2].[NH2:5][C:6]1[CH:7]=[C:8]([C:12]2[CH:17]=[CH:16][C:15]([C:18]([F:28])([CH3:27])[CH2:19][NH:20][S:21]([CH:24]([CH3:26])[CH3:25])(=[O:23])=[O:22])=[CH:14][CH:13]=2)[CH:9]=[CH:10][CH:11]=1.C(N(CC)CC)C.O, predict the reaction product. The product is: [F:28][C:18]([C:15]1[CH:16]=[CH:17][C:12]([C:8]2[CH:7]=[C:6]([NH:5][C:1](=[O:3])[CH3:2])[CH:11]=[CH:10][CH:9]=2)=[CH:13][CH:14]=1)([CH3:27])[CH2:19][NH:20][S:21]([CH:24]([CH3:25])[CH3:26])(=[O:23])=[O:22].